Dataset: Reaction yield outcomes from USPTO patents with 853,638 reactions. Task: Predict the reaction yield, written as a fraction of the theoretical maximum amount of product (1.0 means a 100% yield; for example, 0.34 means a 34% yield). The reactants are Br[C:2]1[CH:7]=[CH:6][C:5]([CH3:8])=[CH:4][N:3]=1.[O-]P([O-])([O-])=O.[K+].[K+].[K+].[CH3:17][O:18][C:19](=[O:38])[C:20]1[CH:25]=[C:24](B2OC(C)(C)C(C)(C)O2)[CH:23]=[C:22]([N+:35]([O-:37])=[O:36])[CH:21]=1. The catalyst is COCCOC.O.C1C=CC([P]([Pd]([P](C2C=CC=CC=2)(C2C=CC=CC=2)C2C=CC=CC=2)([P](C2C=CC=CC=2)(C2C=CC=CC=2)C2C=CC=CC=2)[P](C2C=CC=CC=2)(C2C=CC=CC=2)C2C=CC=CC=2)(C2C=CC=CC=2)C2C=CC=CC=2)=CC=1. The product is [CH3:17][O:18][C:19](=[O:38])[C:20]1[CH:21]=[C:22]([N+:35]([O-:37])=[O:36])[CH:23]=[C:24]([C:2]2[CH:7]=[CH:6][C:5]([CH3:8])=[CH:4][N:3]=2)[CH:25]=1. The yield is 0.400.